This data is from Full USPTO retrosynthesis dataset with 1.9M reactions from patents (1976-2016). The task is: Predict the reactants needed to synthesize the given product. Given the product [P:1]([F:5])([F:4])([O-:3])=[O:2].[Na+:15].[P:1]([F:5])([F:4])([O-:3])=[O:2].[Li+:13], predict the reactants needed to synthesize it. The reactants are: [P:1]([F:5])([F:4])(=[O:3])[OH:2].F[P-](F)(F)(F)(F)F.[Li+:13].[Cl-].[Na+:15].